This data is from Forward reaction prediction with 1.9M reactions from USPTO patents (1976-2016). The task is: Predict the product of the given reaction. (1) Given the reactants [Cl:1][C:2]1[CH:3]=[C:4]([OH:8])[CH:5]=[CH:6][CH:7]=1.C(N(CC)CC)C.[C:16](Cl)(=[O:25])[CH2:17][CH2:18][C:19]1[CH:24]=[CH:23][CH:22]=[CH:21][CH:20]=1, predict the reaction product. The product is: [Cl:1][C:2]1[CH:3]=[C:4]([O:8][C:16](=[O:25])[CH2:17][CH2:18][C:19]2[CH:24]=[CH:23][CH:22]=[CH:21][CH:20]=2)[CH:5]=[CH:6][CH:7]=1. (2) Given the reactants [Cl:1][C:2]1[CH:7]=[CH:6][C:5]([C:8]([N:14]2[C:22]3[C:17](=[C:18]([NH:23]S(C)(=O)=O)[CH:19]=[CH:20][CH:21]=3)[CH:16]=[CH:15]2)([CH2:12][CH3:13])[CH2:9][C:10]#[N:11])=[CH:4][CH:3]=1, predict the reaction product. The product is: [NH2:23][C:18]1[CH:19]=[CH:20][CH:21]=[C:22]2[C:17]=1[CH:16]=[CH:15][N:14]2[C:8]([C:5]1[CH:4]=[CH:3][C:2]([Cl:1])=[CH:7][CH:6]=1)([CH2:12][CH3:13])[CH2:9][C:10]#[N:11]. (3) The product is: [Cl:8][C:6]1[N:5]=[N:4][C:3]([C:9]([O:11][CH2:12][CH3:13])=[O:10])=[C:2]([NH:24][C:17]2[CH:16]=[C:15]([CH3:14])[CH:20]=[C:19]([CH2:21][CH2:22][CH3:23])[N:18]=2)[CH:7]=1. Given the reactants Cl[C:2]1[CH:7]=[C:6]([Cl:8])[N:5]=[N:4][C:3]=1[C:9]([O:11][CH2:12][CH3:13])=[O:10].[CH3:14][C:15]1[CH:20]=[C:19]([CH2:21][CH2:22][CH3:23])[N:18]=[C:17]([NH2:24])[CH:16]=1, predict the reaction product. (4) Given the reactants [NH:1]1[CH2:11][CH2:10][CH2:9][CH:3](C(OCC)=O)[CH2:2]1.[N:12]1[CH:17]=[CH:16][C:15]([CH:18]=O)=[CH:14][CH:13]=1.[NH2:20][C:21]1[CH:25]=[CH:24][NH:23][N:22]=1, predict the reaction product. The product is: [C:2]([C:3]1[CH:9]([C:9]2[CH:3]=[CH:2][N:1]=[CH:11][CH:10]=2)[C:25]2[C:21](=[N:22][NH:23][CH:24]=2)[NH:20][C:18]=1[CH:15]1[CH2:16][CH2:17][NH:12][CH2:13][CH2:14]1)#[N:1]. (5) Given the reactants [NH2:1][C:2]1[CH:3]=[C:4]([OH:9])[CH:5]=[CH:6][C:7]=1[F:8].C(S[C:15](=[O:28])[CH:16]([CH2:20][C:21]1[CH:26]=[CH:25][C:24]([Cl:27])=[CH:23][CH:22]=1)[C:17](=[O:19])[CH3:18])(C)(C)C, predict the reaction product. The product is: [Cl:27][C:24]1[CH:23]=[CH:22][C:21]([CH2:20][CH:16]([C:17](=[O:19])[CH3:18])[C:15]([NH:1][C:2]2[CH:3]=[C:4]([OH:9])[CH:5]=[CH:6][C:7]=2[F:8])=[O:28])=[CH:26][CH:25]=1. (6) Given the reactants [CH2:1]([N:5]([CH2:35][CH2:36][CH2:37][CH3:38])[C:6]([C:8]1[N:9]=[C:10]([C:13]2[CH:22]=[CH:21][C:16]([C:17]([O:19][CH3:20])=[O:18])=[CH:15][C:14]=2[C:23]([N:25]2[CH2:34][CH2:33][C:32]3[C:27](=[CH:28][CH:29]=[CH:30][CH:31]=3)[CH2:26]2)=[O:24])[NH:11][CH:12]=1)=[O:7])[CH2:2][CH2:3][CH3:4].C([O-])([O-])=O.[K+].[K+].Br[CH2:46][CH2:47][CH2:48][OH:49], predict the reaction product. The product is: [CH2:35]([N:5]([CH2:1][CH2:2][CH2:3][CH3:4])[C:6]([C:8]1[N:9]=[C:10]([C:13]2[CH:22]=[CH:21][C:16]([C:17]([O:19][CH3:20])=[O:18])=[CH:15][C:14]=2[C:23]([N:25]2[CH2:34][CH2:33][C:32]3[C:27](=[CH:28][CH:29]=[CH:30][CH:31]=3)[CH2:26]2)=[O:24])[N:11]([CH2:46][CH2:47][CH2:48][OH:49])[CH:12]=1)=[O:7])[CH2:36][CH2:37][CH3:38]. (7) Given the reactants [C:1]12([NH:6][S:7]([C:10]3[C:11]([CH3:17])=[N:12][CH:13]=[C:14](Cl)[CH:15]=3)(=[O:9])=[O:8])[CH2:5][CH:3]([CH2:4]1)[CH2:2]2.CC1(C)C(C)(C)OB([C:26]2[CH:31]=[CH:30][N:29]=[C:28]([NH:32][C:33](=[O:35])[CH3:34])[CH:27]=2)O1.C1(P(C2CCCCC2)C2C=CC=CC=2C2C(C(C)C)=CC(C(C)C)=CC=2C(C)C)CCCCC1.C([O-])(=O)C.[K+], predict the reaction product. The product is: [C:1]12([NH:6][S:7]([C:10]3[CH:15]=[C:14]([C:26]4[CH:31]=[CH:30][N:29]=[C:28]([NH:32][C:33](=[O:35])[CH3:34])[CH:27]=4)[CH:13]=[N:12][C:11]=3[CH3:17])(=[O:9])=[O:8])[CH2:5][CH:3]([CH2:4]1)[CH2:2]2.